From a dataset of Acute oral toxicity (LD50) regression data from Zhu et al.. Regression/Classification. Given a drug SMILES string, predict its toxicity properties. Task type varies by dataset: regression for continuous values (e.g., LD50, hERG inhibition percentage) or binary classification for toxic/non-toxic outcomes (e.g., AMES mutagenicity, cardiotoxicity, hepatotoxicity). Dataset: ld50_zhu. The compound is COCCN1C=CC(=C2C(=O)c3ccccc3C2=O)C=C1. The rat oral LD50 is 2.90, given as -log10 of the dose in mol/kg body weight (higher means more acutely toxic).